From a dataset of Full USPTO retrosynthesis dataset with 1.9M reactions from patents (1976-2016). Predict the reactants needed to synthesize the given product. Given the product [F:1][C:2]1[C:3]([CH2:21][N:23]2[C:31]3[C:26](=[CH:27][C:28]([C:32]([O:34][CH3:35])=[O:33])=[CH:29][CH:30]=3)[CH:25]=[CH:24]2)=[N:4][CH:5]=[C:6]([CH:8]2[CH2:9][CH2:10][N:11]([C:14]([O:16][C:17]([CH3:20])([CH3:19])[CH3:18])=[O:15])[CH2:12][CH2:13]2)[CH:7]=1, predict the reactants needed to synthesize it. The reactants are: [F:1][C:2]1[C:3]([CH2:21]O)=[N:4][CH:5]=[C:6]([CH:8]2[CH2:13][CH2:12][N:11]([C:14]([O:16][C:17]([CH3:20])([CH3:19])[CH3:18])=[O:15])[CH2:10][CH2:9]2)[CH:7]=1.[NH:23]1[C:31]2[C:26](=[CH:27][C:28]([C:32]([O:34][CH3:35])=[O:33])=[CH:29][CH:30]=2)[CH:25]=[CH:24]1.